Predict the reaction yield, written as a fraction of the theoretical maximum amount of product (1.0 means a 100% yield; for example, 0.34 means a 34% yield). From a dataset of Reaction yield outcomes from USPTO patents with 853,638 reactions. (1) The reactants are [C:1]([O:5][C:6]([N:8]1[CH2:13][CH:12]=[C:11]([C:14]2[CH:19]=[CH:18][CH:17]=[CH:16][C:15]=2[F:20])[CH2:10][CH2:9]1)=[O:7])([CH3:4])([CH3:3])[CH3:2].[OH-:21].[Na+].OO.O. The catalyst is C1COCC1. The product is [C:1]([O:5][C:6]([N:8]1[CH2:9][CH2:10][CH:11]([C:14]2[CH:19]=[CH:18][CH:17]=[CH:16][C:15]=2[F:20])[CH:12]([OH:21])[CH2:13]1)=[O:7])([CH3:4])([CH3:2])[CH3:3]. The yield is 0.810. (2) The reactants are F[C:2]1[CH:9]=[C:8]([F:10])[CH:7]=[CH:6][C:3]=1[C:4]#[N:5].[NH2:11][CH2:12][CH:13]([OH:16])[CH2:14][OH:15].C(N(C(C)C)C(C)C)C.[NH4+].[Cl-]. The catalyst is CS(C)=O. The product is [OH:16][CH:13]([CH2:14][OH:15])[CH2:12][NH:11][C:2]1[CH:9]=[C:8]([F:10])[CH:7]=[CH:6][C:3]=1[C:4]#[N:5]. The yield is 0.414.